This data is from Catalyst prediction with 721,799 reactions and 888 catalyst types from USPTO. The task is: Predict which catalyst facilitates the given reaction. (1) Product: [N:23]1[CH:28]=[CH:27][CH:26]=[C:25]([C:2]2[CH:3]=[C:4]([CH:20]=[CH:21][CH:22]=2)[CH2:5][C:6]2[CH:19]=[C:9]3[NH:10][C:11](=[O:18])[C:12]4[C:17]([N:8]3[N:7]=2)=[CH:16][CH:15]=[CH:14][CH:13]=4)[CH:24]=1. Reactant: Br[C:2]1[CH:3]=[C:4]([CH:20]=[CH:21][CH:22]=1)[CH2:5][C:6]1[CH:19]=[C:9]2[NH:10][C:11](=[O:18])[C:12]3[C:17]([N:8]2[N:7]=1)=[CH:16][CH:15]=[CH:14][CH:13]=3.[N:23]1[CH:28]=[CH:27][CH:26]=[C:25](B(O)O)[CH:24]=1. The catalyst class is: 104. (2) Reactant: [Cl:1][C:2]1[N:7]=[C:6]([C:8]([OH:10])=O)[CH:5]=[N:4][CH:3]=1.[C:11](Cl)(=[O:15])C(Cl)=O.[CH3:17][N:18](C=O)C.Cl.CN(C)O. Product: [Cl:1][C:2]1[N:7]=[C:6]([C:8]([N:18]([O:15][CH3:11])[CH3:17])=[O:10])[CH:5]=[N:4][CH:3]=1. The catalyst class is: 2. (3) Reactant: FC(F)(F)C(O)=O.[Cl:8][C:9]1[CH:16]=[N:15][CH:14]=[C:13]([C:17]2[CH:22]=[CH:21][C:20]([CH:23](O)[C:24]3[CH:29]=[CH:28][CH:27]=[CH:26][CH:25]=3)=[CH:19][CH:18]=2)[C:10]=1[C:11]#[N:12].C([SiH](CC)CC)C. Product: [CH2:23]([C:20]1[CH:19]=[CH:18][C:17]([C:13]2[CH:14]=[N:15][CH:16]=[C:9]([Cl:8])[C:10]=2[C:11]#[N:12])=[CH:22][CH:21]=1)[C:24]1[CH:25]=[CH:26][CH:27]=[CH:28][CH:29]=1. The catalyst class is: 4. (4) Reactant: O1[C:5]2([CH2:10][CH2:9][CH:8]([N:11]3[C:15]4=[N:16][CH:17]=[N:18][C:19]([NH2:20])=[C:14]4[C:13]([C:21]4[CH:26]=[CH:25][C:24]([O:27][C:28]5[CH:33]=[CH:32][CH:31]=[CH:30][CH:29]=5)=[CH:23][CH:22]=4)=[N:12]3)[CH2:7][CH2:6]2)[O:4]CC1.Cl. Product: [NH2:20][C:19]1[N:18]=[CH:17][N:16]=[C:15]2[N:11]([CH:8]3[CH2:7][CH2:6][C:5](=[O:4])[CH2:10][CH2:9]3)[N:12]=[C:13]([C:21]3[CH:22]=[CH:23][C:24]([O:27][C:28]4[CH:33]=[CH:32][CH:31]=[CH:30][CH:29]=4)=[CH:25][CH:26]=3)[C:14]=12. The catalyst class is: 21. (5) Reactant: [C:1]([C:3]1[C:11]2[NH:10][CH2:9][CH2:8][CH2:7][C:6]=2[S:5][C:4]=1[NH:12][C:13](=[O:20])[C:14]1[CH:19]=[CH:18][CH:17]=[CH:16][CH:15]=1)#[N:2]. Product: [C:1]([C:3]1[C:7]2[CH2:8][CH2:9][NH:10][CH:11]([C:4]([CH2:3][CH3:1])=[S:5])[C:6]=2[S:5][C:4]=1[NH:12][C:13](=[O:20])[C:14]1[CH:15]=[CH:16][CH:17]=[CH:18][CH:19]=1)#[N:2]. The catalyst class is: 17. (6) Reactant: [O:1]=[C:2]1[CH2:6][S:5][C:4]([NH:7][C@H:8]([C:14]2[CH:19]=[CH:18][CH:17]=[CH:16][CH:15]=2)[CH2:9][O:10][C:11](=[O:13])[CH3:12])=[N:3]1.[NH:20]1[C:24]2=[N:25][CH:26]=[CH:27][CH:28]=[C:23]2[C:22]([CH:29]=O)=[CH:21]1.C(O)(=O)C1C=CC=CC=1.N1CCCCC1. Product: [O:1]=[C:2]1[C:6](=[CH:29][C:22]2[C:23]3[C:24](=[N:25][CH:26]=[CH:27][CH:28]=3)[NH:20][CH:21]=2)[S:5][C:4]([NH:7][C@H:8]([C:14]2[CH:19]=[CH:18][CH:17]=[CH:16][CH:15]=2)[CH2:9][O:10][C:11](=[O:13])[CH3:12])=[N:3]1. The catalyst class is: 11. (7) Reactant: [Cl:1][C:2]1[C:7]([NH2:8])=[CH:6][C:5]([C:9]2[CH:10]=[C:11]3[C:16](=[CH:17][CH:18]=2)[N:15]=[CH:14][CH:13]=[C:12]3[N:19]2[CH2:24][CH2:23][O:22][CH2:21][CH2:20]2)=[CH:4][N:3]=1.C[Si]([N-][Si](C)(C)C)(C)C.[Na+].[Cl:35][C:36]1[CH:41]=[CH:40][CH:39]=[C:38]([Cl:42])[C:37]=1[S:43](Cl)(=[O:45])=[O:44]. Product: [Cl:35][C:36]1[CH:41]=[CH:40][CH:39]=[C:38]([Cl:42])[C:37]=1[S:43]([NH:8][C:7]1[C:2]([Cl:1])=[N:3][CH:4]=[C:5]([C:9]2[CH:10]=[C:11]3[C:16](=[CH:17][CH:18]=2)[N:15]=[CH:14][CH:13]=[C:12]3[N:19]2[CH2:24][CH2:23][O:22][CH2:21][CH2:20]2)[CH:6]=1)(=[O:45])=[O:44]. The catalyst class is: 1. (8) Reactant: [ClH:1].C(OCC)(=O)C.[F:8][C:9]1([F:60])[CH2:14][CH2:13][CH:12]([C:15]2[C:24]3[C@@H:23]([OH:25])[CH2:22][C:21]([CH3:27])([CH3:26])[CH2:20][C:19]=3[N:18]=[C:17]([CH:28]3[CH2:33][CH2:32][N:31]([C:34]4[N:39]=[CH:38][C:37]([O:40][CH2:41][C:42]([CH2:46][OH:47])([CH3:45])[CH2:43][OH:44])=[CH:36][N:35]=4)[CH2:30][CH2:29]3)[C:16]=2[C@@H:48]([F:59])[C:49]2[CH:54]=[CH:53][C:52]([C:55]([F:58])([F:57])[F:56])=[CH:51][CH:50]=2)[CH2:11][CH2:10]1. Product: [ClH:1].[ClH:1].[F:60][C:9]1([F:8])[CH2:10][CH2:11][CH:12]([C:15]2[C:24]3[C@@H:23]([OH:25])[CH2:22][C:21]([CH3:26])([CH3:27])[CH2:20][C:19]=3[N:18]=[C:17]([CH:28]3[CH2:33][CH2:32][N:31]([C:34]4[N:39]=[CH:38][C:37]([O:40][CH2:41][C:42]([CH2:46][OH:47])([CH3:45])[CH2:43][OH:44])=[CH:36][N:35]=4)[CH2:30][CH2:29]3)[C:16]=2[C@@H:48]([F:59])[C:49]2[CH:54]=[CH:53][C:52]([C:55]([F:56])([F:58])[F:57])=[CH:51][CH:50]=2)[CH2:13][CH2:14]1. The catalyst class is: 8.